From a dataset of HIV replication inhibition screening data with 41,000+ compounds from the AIDS Antiviral Screen. Binary Classification. Given a drug SMILES string, predict its activity (active/inactive) in a high-throughput screening assay against a specified biological target. (1) The molecule is O=C1NC2NC(=O)NC2N1. The result is 0 (inactive). (2) The molecule is C=C1C2Oc3ccccc3C1N(c1ccccc1)O2. The result is 0 (inactive). (3) The compound is Cc1c(C#N)c2n(c1C)CCCC(=O)N2. The result is 0 (inactive). (4) The molecule is O=C1C=CC(=C(c2ccc(O)cc2)c2ccc(O)cc2)C=C1. The result is 0 (inactive). (5) The molecule is Cc1ccc(C)c(NC(=O)CCC(=O)CC(=O)C(C)(C)C)c1. The result is 0 (inactive). (6) The compound is CC1=NN(C(=O)c2ccc(Cl)cc2)C(=O)C1=Cc1cccc(O)c1. The result is 0 (inactive).